This data is from Reaction yield outcomes from USPTO patents with 853,638 reactions. The task is: Predict the reaction yield, written as a fraction of the theoretical maximum amount of product (1.0 means a 100% yield; for example, 0.34 means a 34% yield). (1) The reactants are [CH:1]([C@H:14]1[O:19][CH2:18][C@@H:17]([NH2:20])[CH2:16][CH2:15]1)([C:8]1[CH:13]=[CH:12][CH:11]=[CH:10][CH:9]=1)[C:2]1[CH:7]=[CH:6][CH:5]=[CH:4][CH:3]=1.[F:21][C:22]1[CH:29]=[CH:28][C:25]([CH:26]=O)=[CH:24][CH:23]=1.C(O)(=O)C.[BH3-]C#N.[Na+]. The catalyst is ClCCCl.CO. The product is [CH:1]([C@H:14]1[O:19][CH2:18][C@@H:17]([NH:20][CH2:26][C:25]2[CH:28]=[CH:29][C:22]([F:21])=[CH:23][CH:24]=2)[CH2:16][CH2:15]1)([C:8]1[CH:13]=[CH:12][CH:11]=[CH:10][CH:9]=1)[C:2]1[CH:3]=[CH:4][CH:5]=[CH:6][CH:7]=1. The yield is 0.820. (2) The reactants are Cl[C:2]1[C:11]2[C:6](=[CH:7][C:8]([O:14][CH2:15][CH:16]3[CH2:21][CH2:20][N:19]([CH3:22])[CH2:18][CH2:17]3)=[C:9]([O:12][CH3:13])[CH:10]=2)[N:5]=[CH:4][N:3]=1.[Cl:23][C:24]1[CH:30]=[C:29]([F:31])[C:27]([NH2:28])=[C:26]([F:32])[CH:25]=1.[H-].[Na+]. The catalyst is CN(C=O)C. The product is [Cl:23][C:24]1[CH:30]=[C:29]([F:31])[C:27]([NH:28][C:2]2[C:11]3[C:6](=[CH:7][C:8]([O:14][CH2:15][CH:16]4[CH2:21][CH2:20][N:19]([CH3:22])[CH2:18][CH2:17]4)=[C:9]([O:12][CH3:13])[CH:10]=3)[N:5]=[CH:4][N:3]=2)=[C:26]([F:32])[CH:25]=1. The yield is 0.610. (3) The reactants are [OH:1][CH:2]([C:5]1[CH:6]=[N:7][C:8]2[C:13]([CH:14]=1)=[CH:12][CH:11]=[C:10]([NH:15]C(=O)OCC1C=CC=CC=1)[CH:9]=2)[CH2:3][OH:4]. The catalyst is [Pd].CO. The product is [NH2:15][C:10]1[CH:9]=[C:8]2[C:13]([CH:14]=[C:5]([CH:2]([OH:1])[CH2:3][OH:4])[CH:6]=[N:7]2)=[CH:12][CH:11]=1. The yield is 0.930. (4) The reactants are [CH2:1]([O:8][C:9]1[CH:14]=[CH:13][N:12]=[CH:11][C:10]=1[CH:15]1[C:23]2[C:18](=[CH:19][CH:20]=[CH:21][CH:22]=2)[N:17]([CH2:24][CH2:25][CH2:26][CH2:27][CH3:28])[C:16]1=[O:29])[C:2]1[CH:7]=[CH:6][CH:5]=[CH:4][CH:3]=1.[CH2:30]=[O:31]. The catalyst is O1CCCC1. The product is [CH2:1]([O:8][C:9]1[CH:14]=[CH:13][N:12]=[CH:11][C:10]=1[C:15]1([CH2:30][OH:31])[C:23]2[C:18](=[CH:19][CH:20]=[CH:21][CH:22]=2)[N:17]([CH2:24][CH2:25][CH2:26][CH2:27][CH3:28])[C:16]1=[O:29])[C:2]1[CH:7]=[CH:6][CH:5]=[CH:4][CH:3]=1. The yield is 1.00. (5) The reactants are [C:1]([O:5][C:6]([NH:8][CH:9]([C:15]1[CH:20]=[CH:19][C:18](OS(C2C(C)=CC=CC=2)(=O)=O)=[CH:17][CH:16]=1)[CH2:10][C:11]([O:13][CH3:14])=[O:12])=[O:7])([CH3:4])([CH3:3])[CH3:2].C(=O)([O-])[O-].[Cs+].[Cs+].C1(P(C2CCCCC2)C2CCCCC2)CCCCC1.[CH3:57][O:58][C:59]1[CH:64]=[CH:63][CH:62]=[C:61]([O:65][CH3:66])[C:60]=1B(O)O. The catalyst is O1CCOCC1.C1CC=CCCC=C1.C1CC=CCCC=C1.[Ni]. The product is [C:1]([O:5][C:6]([NH:8][CH:9]([C:15]1[CH:16]=[CH:17][C:18]([C:60]2[C:59]([O:58][CH3:57])=[CH:64][CH:63]=[CH:62][C:61]=2[O:65][CH3:66])=[CH:19][CH:20]=1)[CH2:10][C:11]([O:13][CH3:14])=[O:12])=[O:7])([CH3:2])([CH3:3])[CH3:4]. The yield is 0.830. (6) The reactants are [NH2:1][C:2]1[CH:3]=[C:4]([CH:14]=[CH:15][CH:16]=1)[C:5]([NH:7][C:8]1[CH:13]=[CH:12][CH:11]=[CH:10][CH:9]=1)=[O:6].[C:17]1([N:23]([C:27]2[CH:32]=[CH:31][CH:30]=[CH:29][CH:28]=2)[C:24](Cl)=[O:25])[CH:22]=[CH:21][CH:20]=[CH:19][CH:18]=1.C(N(CC)CC)C. The catalyst is C(O)C. The product is [C:17]1([N:23]([C:27]2[CH:32]=[CH:31][CH:30]=[CH:29][CH:28]=2)[C:24](=[O:25])[NH:1][C:2]2[CH:3]=[C:4]([CH:14]=[CH:15][CH:16]=2)[C:5]([NH:7][C:8]2[CH:13]=[CH:12][CH:11]=[CH:10][CH:9]=2)=[O:6])[CH:18]=[CH:19][CH:20]=[CH:21][CH:22]=1. The yield is 0.420. (7) The reactants are [CH3:1][C:2]1[N:6]([CH2:7][CH2:8][C:9]2[CH:14]=[CH:13][CH:12]=[CH:11][CH:10]=2)[N:5]=[CH:4][C:3]=1[C:15]([OH:17])=O.Cl.C(N=C=NCCCN(C)C)C.C1C=C2N=NN(O)C2=CC=1.N.[NH2:41][CH2:42][C:43]1[C:44]([OH:51])=[N:45][C:46]([CH3:50])=[CH:47][C:48]=1[CH3:49]. The yield is 0.310. The product is [OH:51][C:44]1[C:43]([CH2:42][NH:41][C:15]([C:3]2[CH:4]=[N:5][N:6]([CH2:7][CH2:8][C:9]3[CH:10]=[CH:11][CH:12]=[CH:13][CH:14]=3)[C:2]=2[CH3:1])=[O:17])=[C:48]([CH3:49])[CH:47]=[C:46]([CH3:50])[N:45]=1. The catalyst is O.ClCCl.C(N(CC)CC)C. (8) The reactants are [CH3:1][C:2]1[C:6]2[CH:7]=[C:8]([C:11]3([C:14]([O:16]C)=[O:15])[CH2:13][CH2:12]3)[CH:9]=[CH:10][C:5]=2[O:4][N:3]=1.O[Li].O. The catalyst is CO.O. The product is [CH3:1][C:2]1[C:6]2[CH:7]=[C:8]([C:11]3([C:14]([OH:16])=[O:15])[CH2:12][CH2:13]3)[CH:9]=[CH:10][C:5]=2[O:4][N:3]=1. The yield is 0.320. (9) The reactants are Cl.[CH3:2][O:3][C:4]1[CH:5]=[C:6]([CH:11]=[CH:12][C:13]=1[C:14]1[O:18][C:17]([CH3:19])=[N:16][CH:15]=1)[C:7]([NH:9][NH2:10])=[O:8].[Cl:20][CH2:21][CH2:22][CH2:23][CH:24]([C:28]1[CH:33]=[CH:32][C:31]([F:34])=[C:30]([F:35])[CH:29]=1)[C:25](O)=O.C(N(CC)CC)C.CCOC(OC(OCC)=O)=O.C(Cl)(Cl)(Cl)Cl.C1(P(C2C=CC=CC=2)C2C=CC=CC=2)C=CC=CC=1. The catalyst is CN(C=O)C.C(#N)C.O. The product is [Cl:20][CH2:21][CH2:22][CH2:23][CH:24]([C:25]1[O:8][C:7]([C:6]2[CH:11]=[CH:12][C:13]([C:14]3[O:18][C:17]([CH3:19])=[N:16][CH:15]=3)=[C:4]([O:3][CH3:2])[CH:5]=2)=[N:9][N:10]=1)[C:28]1[CH:33]=[CH:32][C:31]([F:34])=[C:30]([F:35])[CH:29]=1. The yield is 0.230. (10) The reactants are [I:1][C:2]1[CH:10]=[CH:9][C:5]([C:6](Cl)=[O:7])=[CH:4][CH:3]=1.[Al+3].[Cl-].[Cl-].[Cl-].[CH3:15][O:16][C:17]1[CH:22]=[CH:21][CH:20]=[CH:19][CH:18]=1. The catalyst is [N+](C1C=CC=CC=1)([O-])=O. The product is [I:1][C:2]1[CH:10]=[CH:9][C:5]([C:6]([C:20]2[CH:21]=[CH:22][C:17]([O:16][CH3:15])=[CH:18][CH:19]=2)=[O:7])=[CH:4][CH:3]=1. The yield is 0.880.